This data is from Catalyst prediction with 721,799 reactions and 888 catalyst types from USPTO. The task is: Predict which catalyst facilitates the given reaction. (1) Reactant: [Cl:1][C:2]1[N:9]=[C:8]([N:10]([CH2:12][CH2:13][CH2:14][OH:15])[CH3:11])[C:7]([F:16])=[CH:6][C:3]=1[C:4]#[N:5].O[C:18]1[CH:19]=[C:20]2[C:24](=[CH:25][CH:26]=1)[C@H:23]([CH2:27][C:28]([O:30][CH2:31][CH3:32])=[O:29])[CH2:22][CH2:21]2.C1C=CC(P(C2C=CC=CC=2)C2C=CC=CC=2)=CC=1.C1CCN(C(N=NC(N2CCCCC2)=O)=O)CC1. Product: [Cl:1][C:2]1[N:9]=[C:8]([N:10]([CH3:11])[CH2:12][CH2:13][CH2:14][O:15][C:18]2[CH:19]=[C:20]3[C:24](=[CH:25][CH:26]=2)[C@H:23]([CH2:27][C:28]([O:30][CH2:31][CH3:32])=[O:29])[CH2:22][CH2:21]3)[C:7]([F:16])=[CH:6][C:3]=1[C:4]#[N:5]. The catalyst class is: 1. (2) Reactant: [NH2:1][NH2:2].Cl[C:4]([O:6][C:7]1[CH:12]=[CH:11][CH:10]=[CH:9][CH:8]=1)=[O:5]. Product: [NH:1]([C:4]([O:6][C:7]1[CH:12]=[CH:11][CH:10]=[CH:9][CH:8]=1)=[O:5])[NH2:2]. The catalyst class is: 28. (3) Reactant: [CH:1]1[C:10]2[C:5](=[CH:6][CH:7]=[CH:8][CH:9]=2)[CH:4]=[CH:3][C:2]=1B(O)O.[CH3:14][C:15]1[CH:19]=[C:18]([C:20]([O:22][CH2:23][CH3:24])=[O:21])[NH:17][N:16]=1.N1C=CC=CC=1. Product: [CH3:14][C:15]1[CH:19]=[C:18]([C:20]([O:22][CH2:23][CH3:24])=[O:21])[N:17]([C:2]2[CH:3]=[CH:4][C:5]3[C:10](=[CH:9][CH:8]=[CH:7][CH:6]=3)[CH:1]=2)[N:16]=1. The catalyst class is: 221.